From a dataset of Reaction yield outcomes from USPTO patents with 853,638 reactions. Predict the reaction yield, written as a fraction of the theoretical maximum amount of product (1.0 means a 100% yield; for example, 0.34 means a 34% yield). (1) The reactants are Cl.C(N=C=NCCCN(C)C)C.[Cl:13][C:14]1[C:15]([O:24][C:25]2[CH:30]=[C:29]([O:31][CH2:32][CH2:33][CH2:34][C:35]#[N:36])[CH:28]=[CH:27][C:26]=2/[CH:37]=[CH:38]/[C:39](O)=[O:40])=[N:16][CH:17]=[C:18]([C:20]([F:23])([F:22])[F:21])[CH:19]=1.[CH2:42]([S:47]([NH2:50])(=[O:49])=[O:48])[CH2:43][CH2:44][CH2:45][CH3:46].Cl. The catalyst is CN(C)C1C=CN=CC=1.C(#N)C. The product is [Cl:13][C:14]1[C:15]([O:24][C:25]2[CH:30]=[C:29]([O:31][CH2:32][CH2:33][CH2:34][C:35]#[N:36])[CH:28]=[CH:27][C:26]=2/[CH:37]=[CH:38]/[C:39]([NH:50][S:47]([CH2:42][CH2:43][CH2:44][CH2:45][CH3:46])(=[O:49])=[O:48])=[O:40])=[N:16][CH:17]=[C:18]([C:20]([F:21])([F:23])[F:22])[CH:19]=1. The yield is 0.260. (2) The reactants are [F:1][C:2]1[CH:20]=[CH:19][C:5]([CH2:6][C:7]2[CH:8]=[N:9][C:10]3[N:11]([N:13]=[CH:14][C:15]=3[C:16](Cl)=[O:17])[CH:12]=2)=[CH:4][C:3]=1[C:21]([F:24])([F:23])[F:22].[OH:25][CH2:26][C:27]([NH2:29])=[O:28]. The catalyst is CN(C1C=CN=CC=1)C.C(Cl)Cl. The product is [F:1][C:2]1[CH:20]=[CH:19][C:5]([CH2:6][C:7]2[CH:8]=[N:9][C:10]3[N:11]([N:13]=[CH:14][C:15]=3[C:16]([O:25][CH2:26][C:27]([NH2:29])=[O:28])=[O:17])[CH:12]=2)=[CH:4][C:3]=1[C:21]([F:24])([F:23])[F:22]. The yield is 0.550. (3) The reactants are [CH3:1][O:2][C:3]1[N:4]=[CH:5][CH:6]=[C:7]2[C:11]([C:12]3[CH:18]=[C:17]([S:19]([CH3:22])(=[O:21])=[O:20])[CH:16]=[CH:15][C:13]=3[NH2:14])=[CH:10][N:9]([CH3:23])[C:8]=12.[CH:24]1([CH:27]=O)[CH2:26][CH2:25]1.[Na].C(O)(=O)C. The catalyst is ClCCl. The product is [CH:24]1([CH2:27][NH:14][C:13]2[CH:15]=[CH:16][C:17]([S:19]([CH3:22])(=[O:21])=[O:20])=[CH:18][C:12]=2[C:11]2[C:7]3[C:8](=[C:3]([O:2][CH3:1])[N:4]=[CH:5][CH:6]=3)[N:9]([CH3:23])[CH:10]=2)[CH2:26][CH2:25]1. The yield is 1.00. (4) The reactants are CC(C)(C)C(OC[N:7]1[C:16](=[O:17])[C:15]2[C:10](=[CH:11][C:12]([O:32][CH3:33])=[CH:13][C:14]=2[O:18][CH2:19][C@H:20]2[CH2:24][CH2:23][CH2:22][N:21]2[C:25]([O:27][C:28]([CH3:31])([CH3:30])[CH3:29])=[O:26])[N:9]=[CH:8]1)=O.N. The catalyst is CO. The product is [CH3:33][O:32][C:12]1[CH:11]=[C:10]2[C:15]([C:16](=[O:17])[NH:7][CH:8]=[N:9]2)=[C:14]([O:18][CH2:19][C@H:20]2[CH2:24][CH2:23][CH2:22][N:21]2[C:25]([O:27][C:28]([CH3:31])([CH3:30])[CH3:29])=[O:26])[CH:13]=1. The yield is 1.00. (5) The reactants are [CH3:1][N:2]1[CH2:7][CH2:6][NH:5][C:4](=[O:8])[CH:3]1[C:9]1[CH:14]=[CH:13][C:12]([N+:15]([O-])=O)=[CH:11][CH:10]=1.Cl.C(=O)([O-])[O-].[K+].[K+]. The catalyst is [Fe].C(O)C. The product is [NH2:15][C:12]1[CH:11]=[CH:10][C:9]([CH:3]2[N:2]([CH3:1])[CH2:7][CH2:6][NH:5][C:4]2=[O:8])=[CH:14][CH:13]=1. The yield is 1.00. (6) The reactants are [C:1]([C:4]1[CH:14]=[CH:13][C:12]([Br:15])=[CH:11][C:5]=1[O:6][CH2:7]C(O)=O)(=O)[CH3:2].C([O-])(=O)C.[Na+]. The catalyst is C(OC(=O)C)(=O)C. The product is [Br:15][C:12]1[CH:13]=[CH:14][C:4]2[C:1]([CH3:2])=[CH:7][O:6][C:5]=2[CH:11]=1. The yield is 0.750.